Dataset: Kinase inhibitor binding affinity data with 442 proteins and 68 drugs (Kd values). Task: Regression. Given a target protein amino acid sequence and a drug SMILES string, predict the binding affinity score between them. We predict pKd (pKd = -log10(Kd in M); higher means stronger binding). Dataset: davis. The target protein (YSK1) has sequence MAHLRGFANQHSRVDPEELFTKLDRIGKGSFGEVYKGIDNHTKEVVAIKIIDLEEAEDEIEDIQQEITVLSQCDSPYITRYFGSYLKSTKLWIIMEYLGGGSALDLLKPGPLEETYIATILREILKGLDYLHSERKIHRDIKAANVLLSEQGDVKLADFGVAGQLTDTQIKRNTFVGTPFWMAPEVIKQSAYDFKADIWSLGITAIELAKGEPPNSDLHPMRVLFLIPKNSPPTLEGQHSKPFKEFVEACLNKDPRFRPTAKELLKHKFITRYTKKTSFLTELIDRYKRWKSEGHGEESSSEDSDIDGEAEDGEQGPIWTFPPTIRPSPHSKLHKGTALHSSQKPAEPVKRQPRSQCLSTLVRPVFGELKEKHKQSGGSVGALEELENAFSLAEESCPGISDKLMVHLVERVQRFSHNRNHLTSTR. The pKd is 5.2. The drug is N#CCC(C1CCCC1)n1cc(-c2ncnc3[nH]ccc23)cn1.O=P(O)(O)O.